This data is from Forward reaction prediction with 1.9M reactions from USPTO patents (1976-2016). The task is: Predict the product of the given reaction. (1) Given the reactants [F:1][CH:2]1[CH2:7][NH:6][CH:5]([CH2:8][NH:9][C:10](=[O:16])[O:11][C:12]([CH3:15])([CH3:14])[CH3:13])[CH2:4][CH2:3]1.[CH3:17][C:18]1[S:19][C:20]([C:26]2[CH:31]=[CH:30][CH:29]=[CH:28][CH:27]=2)=[C:21]([C:23](O)=[O:24])[N:22]=1.C(N(C(C)C)CC)(C)C.CN(C(ON1N=NC2C=CC=NC1=2)=[N+](C)C)C.F[P-](F)(F)(F)(F)F, predict the reaction product. The product is: [F:1][CH:2]1[CH2:7][N:6]([C:23]([C:21]2[N:22]=[C:18]([CH3:17])[S:19][C:20]=2[C:26]2[CH:27]=[CH:28][CH:29]=[CH:30][CH:31]=2)=[O:24])[CH:5]([CH2:8][NH:9][C:10](=[O:16])[O:11][C:12]([CH3:13])([CH3:15])[CH3:14])[CH2:4][CH2:3]1. (2) Given the reactants [CH2:1]([O:5][C:6](=[O:10])[C:7]([CH3:9])=[CH2:8])[CH:2]1[O:4][CH2:3]1.C[O:12]C1C=CC(O)=CC=1.S(=O)(=O)(O)O.S([O-])([O-])(=O)=O.[Na+].[Na+], predict the reaction product. The product is: [C:6]([O:5][CH2:1][CH:2]([CH2:3][OH:12])[OH:4])(=[O:10])[C:7]([CH3:9])=[CH2:8]. (3) Given the reactants [OH:1][CH2:2][CH2:3][C:4]1([CH2:8][CH2:9][OH:10])[CH2:7][O:6][CH2:5]1.CCN(CC)CC.[CH3:18][S:19](Cl)(=[O:21])=[O:20], predict the reaction product. The product is: [CH3:18][S:19]([O:1][CH2:2][CH2:3][C:4]1([CH2:8][CH2:9][O:10][S:19]([CH3:18])(=[O:21])=[O:20])[CH2:7][O:6][CH2:5]1)(=[O:21])=[O:20]. (4) Given the reactants FC(F)(F)C(O)=O.[CH3:8][C:9]1[N:10]=[C:11]([NH:14][C:15]2[C:20]([O:21][CH2:22][C:23]3[CH:24]=[C:25]([CH:31]=[CH:32][CH:33]=3)[O:26][CH2:27][C:28]([OH:30])=O)=[CH:19][CH:18]=[CH:17][N:16]=2)[S:12][CH:13]=1.C(N(CC)CC)C.[Cl:41]C(OCC)=O.[CH3:47][N:48]1[CH2:53][CH2:52][NH:51][CH2:50][CH2:49]1.[ClH:54], predict the reaction product. The product is: [ClH:41].[ClH:54].[CH3:47][N:48]1[CH2:53][CH2:52][N:51]([C:28](=[O:30])[CH2:27][O:26][C:25]2[CH:31]=[CH:32][CH:33]=[C:23]([CH2:22][O:21][C:20]3[C:15]([NH:14][C:11]4[S:12][CH:13]=[C:9]([CH3:8])[N:10]=4)=[N:16][CH:17]=[CH:18][CH:19]=3)[CH:24]=2)[CH2:50][CH2:49]1.